Dataset: Forward reaction prediction with 1.9M reactions from USPTO patents (1976-2016). Task: Predict the product of the given reaction. (1) Given the reactants Cl[C:2]1[N:3]=[CH:4][C:5]2[NH:10][CH:9]=[CH:8][C:6]=2[N:7]=1.[CH2:11]([NH2:15])[CH2:12][CH2:13][CH3:14].Cl, predict the reaction product. The product is: [CH2:11]([NH:15][C:2]1[N:3]=[CH:4][C:5]2[NH:10][CH:9]=[CH:8][C:6]=2[N:7]=1)[CH2:12][CH2:13][CH3:14]. (2) Given the reactants [Li][CH2:2]CCC.[CH3:6][C:7]1[CH:12]=[C:11]([C:13]([CH3:15])=O)[CH:10]=[CH:9][CH:8]=1, predict the reaction product. The product is: [CH3:6][C:7]1[CH:12]=[C:11]([C:13]([CH3:15])=[CH2:2])[CH:10]=[CH:9][CH:8]=1. (3) Given the reactants C(OC(=O)[NH:7][C@@H:8]1[CH2:13][CH2:12][C:11]([OH:15])([CH3:14])[C:10]([CH3:17])([CH3:16])[CH2:9]1)(C)(C)C.C(O)(C(F)(F)F)=O, predict the reaction product. The product is: [NH2:7][C@@H:8]1[CH2:13][CH2:12][C:11]([CH3:14])([OH:15])[C:10]([CH3:17])([CH3:16])[CH2:9]1. (4) Given the reactants [F:1][C:2]1([F:14])[CH2:13][CH2:12][C:5]2([NH:9]C(=O)N[C:6]2=[O:11])[CH2:4][CH2:3]1.[OH-:15].[K+], predict the reaction product. The product is: [NH2:9][C:5]1([C:6]([OH:15])=[O:11])[CH2:12][CH2:13][C:2]([F:14])([F:1])[CH2:3][CH2:4]1. (5) Given the reactants Cl[C:2]1[CH:3]=[CH:4][C:5]([N+:9]([O-:11])=[O:10])=[C:6]([CH:8]=1)[NH2:7].[O:12]1[CH2:17][CH2:16][N:15]([C:18]2[CH:23]=[CH:22][C:21](B(O)O)=[CH:20][N:19]=2)[CH2:14][CH2:13]1.C([O-])([O-])=O.[Na+].[Na+], predict the reaction product. The product is: [N:15]1([C:18]2[N:19]=[CH:20][C:21]([C:2]3[CH:3]=[CH:4][C:5]([N+:9]([O-:11])=[O:10])=[C:6]([CH:8]=3)[NH2:7])=[CH:22][CH:23]=2)[CH2:14][CH2:13][O:12][CH2:17][CH2:16]1. (6) Given the reactants [CH3:1][O:2][C:3]1[CH:40]=[CH:39][C:6]([CH2:7][N:8]([CH2:30][C:31]2[CH:36]=[CH:35][C:34]([O:37][CH3:38])=[CH:33][CH:32]=2)[C:9]2[N:14]=[CH:13][C:12]([C:15]3[C:16]4[CH2:29][CH2:28][NH:27][C:17]=4[N:18]=[C:19]([N:21]4[CH2:26][CH2:25][O:24][CH2:23][CH2:22]4)[N:20]=3)=[CH:11][N:10]=2)=[CH:5][CH:4]=1.Br[C:42]1[CH:43]=[C:44]([C:48]([N:50]2[CH2:55][CH2:54][N:53]([CH2:56][CH3:57])[CH2:52][CH2:51]2)=[O:49])[CH:45]=[N:46][CH:47]=1, predict the reaction product. The product is: [CH3:38][O:37][C:34]1[CH:33]=[CH:32][C:31]([CH2:30][N:8]([CH2:7][C:6]2[CH:5]=[CH:4][C:3]([O:2][CH3:1])=[CH:40][CH:39]=2)[C:9]2[N:10]=[CH:11][C:12]([C:15]3[C:16]4[CH2:29][CH2:28][N:27]([C:42]5[CH:43]=[C:44]([C:48]([N:50]6[CH2:51][CH2:52][N:53]([CH2:56][CH3:57])[CH2:54][CH2:55]6)=[O:49])[CH:45]=[N:46][CH:47]=5)[C:17]=4[N:18]=[C:19]([N:21]4[CH2:26][CH2:25][O:24][CH2:23][CH2:22]4)[N:20]=3)=[CH:13][N:14]=2)=[CH:36][CH:35]=1. (7) Given the reactants [CH3:1]/[C:2](=[CH:6]\[CH2:7][CH3:8])/[C:3](=[O:5])[CH3:4].C(N(CC)CC)C.FC(F)(F)S(O[Si:22]([CH2:27][CH3:28])([CH2:25][CH3:26])[CH2:23][CH3:24])(=O)=O, predict the reaction product. The product is: [CH2:23]([Si:22]([CH2:27][CH3:28])([CH2:25][CH3:26])[O:5][C:3](/[C:2](/[CH3:1])=[CH:6]/[CH2:7][CH3:8])=[CH2:4])[CH3:24]. (8) Given the reactants [Cl:1][C:2]1[CH:3]=[C:4]([CH:42]=[CH:43][CH:44]=1)[CH2:5][N:6]1[C:14]2[C:9](=[N:10][C:11]([N:15](C(OC(C)(C)C)=O)[NH:16][C:17](OC(C)(C)C)=O)=[CH:12][CH:13]=2)[CH:8]=[C:7]1[C:31]1[N:35](C2CCCCO2)[N:34]=[CH:33][CH:32]=1.[CH3:45]C(O)=O, predict the reaction product. The product is: [Cl:1][C:2]1[CH:3]=[C:4]([CH:42]=[CH:43][CH:44]=1)[CH2:5][N:6]1[C:14]2[CH:13]=[CH:12][C:11]3[N:10]([C:17]([CH3:45])=[N:16][N:15]=3)[C:9]=2[CH:8]=[C:7]1[C:31]1[NH:35][N:34]=[CH:33][CH:32]=1. (9) Given the reactants [Cl:1][C:2]1[CH:7]=[CH:6][C:5]([C:8]2[C:9]([C:18]3[CH:23]=[CH:22][C:21]([Cl:24])=[CH:20][C:19]=3[Cl:25])=[N:10][C:11]([C:15]([OH:17])=O)=[N:12][C:13]=2[CH3:14])=[CH:4][CH:3]=1.C(N(CC)CC)C.CC[NH:35][C:36]1(C2C=CC=CC=2)[CH2:41][CH2:40][CH2:39][CH2:38][CH2:37]1.CCCP1(OP(CCC)(=O)OP(CCC)(=O)O1)=O, predict the reaction product. The product is: [CH:36]1([NH:35][C:15]([C:11]2[N:10]=[C:9]([C:18]3[CH:23]=[CH:22][C:21]([Cl:24])=[CH:20][C:19]=3[Cl:25])[C:8]([C:5]3[CH:6]=[CH:7][C:2]([Cl:1])=[CH:3][CH:4]=3)=[C:13]([CH3:14])[N:12]=2)=[O:17])[CH2:41][CH2:40][CH2:39][CH2:38][CH2:37]1.